The task is: Regression. Given two drug SMILES strings and cell line genomic features, predict the synergy score measuring deviation from expected non-interaction effect.. This data is from NCI-60 drug combinations with 297,098 pairs across 59 cell lines. (1) Drug 1: CC1OCC2C(O1)C(C(C(O2)OC3C4COC(=O)C4C(C5=CC6=C(C=C35)OCO6)C7=CC(=C(C(=C7)OC)O)OC)O)O. Drug 2: C1C(C(OC1N2C=C(C(=O)NC2=O)F)CO)O. Cell line: BT-549. Synergy scores: CSS=28.6, Synergy_ZIP=-12.6, Synergy_Bliss=-13.9, Synergy_Loewe=-5.29, Synergy_HSA=-4.41. (2) Drug 1: CC1=C(C(=CC=C1)Cl)NC(=O)C2=CN=C(S2)NC3=CC(=NC(=N3)C)N4CCN(CC4)CCO. Drug 2: CS(=O)(=O)OCCCCOS(=O)(=O)C. Cell line: LOX IMVI. Synergy scores: CSS=41.3, Synergy_ZIP=-5.55, Synergy_Bliss=-6.20, Synergy_Loewe=-49.6, Synergy_HSA=-4.12. (3) Synergy scores: CSS=53.4, Synergy_ZIP=-5.83, Synergy_Bliss=-9.95, Synergy_Loewe=-7.41, Synergy_HSA=-5.62. Drug 2: CNC(=O)C1=NC=CC(=C1)OC2=CC=C(C=C2)NC(=O)NC3=CC(=C(C=C3)Cl)C(F)(F)F. Cell line: MDA-MB-231. Drug 1: C1=CC(=C2C(=C1NCCNCCO)C(=O)C3=C(C=CC(=C3C2=O)O)O)NCCNCCO.